This data is from Full USPTO retrosynthesis dataset with 1.9M reactions from patents (1976-2016). The task is: Predict the reactants needed to synthesize the given product. (1) Given the product [CH2:7]1[C:8]2[C:4](=[CH:3][C:2]([NH:1][CH:16]3[CH2:15][CH2:14][C:13]([C:20]4[CH:21]=[CH:22][CH:23]=[CH:24][CH:25]=4)([N:12]([CH3:26])[CH3:11])[CH2:18][CH2:17]3)=[CH:10][CH:9]=2)[CH2:5][CH2:6]1, predict the reactants needed to synthesize it. The reactants are: [NH2:1][C:2]1[CH:3]=[C:4]2[C:8](=[CH:9][CH:10]=1)[CH2:7][CH2:6][CH2:5]2.[CH3:11][N:12]([CH3:26])[C:13]1([C:20]2[CH:25]=[CH:24][CH:23]=[CH:22][CH:21]=2)[CH2:18][CH2:17][C:16](=O)[CH2:15][CH2:14]1.C(O)(=O)C.C(O[BH-](OC(=O)C)OC(=O)C)(=O)C.[Na+]. (2) Given the product [N:46]([C@:18]1([CH2:19][OH:70])[O:17][C@@H:16]([N:20]2[C:24]3[N:25]=[CH:26][N:27]=[C:28]([NH2:29])[C:23]=3[CH:22]=[CH:21]2)[C@@H:15]([F:36])[C@@H:14]1[OH:13])=[N+:47]=[N-:48], predict the reactants needed to synthesize it. The reactants are: CC1(C)OO1.[Si]([O:13][C@@H:14]1[C:18](=[CH2:19])[O:17][C@@H:16]([N:20]2[C:24]3[N:25]=[CH:26][N:27]=[C:28]([NH:29]C(=O)C(C)(C)C)[C:23]=3[CH:22]=[CH:21]2)[C@H:15]1[F:36])(C(C)(C)C)(C)C.Cl[Sn](Cl)(Cl)Cl.[Si]([N:46]=[N+:47]=[N-:48])(C)(C)C.CCCC[N+](CCCC)(CCCC)CCCC.[F-].C1C[O:70]CC1. (3) Given the product [CH3:1][S:2]([O:5][C:6]1[CH:7]=[CH:8][C:9]2[NH:16][CH2:13][CH2:12][O:11][C:10]=2[CH:15]=1)(=[O:4])=[O:3], predict the reactants needed to synthesize it. The reactants are: [CH3:1][S:2]([O:5][C:6]1[CH:7]=[CH:8][C:9]([NH2:16])=[C:10]([CH:15]=1)[O:11][CH2:12][CH2:13]Br)(=[O:4])=[O:3].C([O-])([O-])=O.[K+].[K+]. (4) Given the product [CH3:3][O:4][C:5]1[CH:6]=[CH:7][C:8]([CH2:9][NH:10][C:11]2[C:20](/[CH:21]=[C:22](\[CH3:28])/[C:23]([OH:25])=[O:24])=[CH:19][C:18]3[C:13](=[CH:14][CH:15]=[C:16]([Br:29])[CH:17]=3)[N:12]=2)=[CH:30][CH:31]=1, predict the reactants needed to synthesize it. The reactants are: [Li+].[OH-].[CH3:3][O:4][C:5]1[CH:31]=[CH:30][C:8]([CH2:9][NH:10][C:11]2[C:20](/[CH:21]=[C:22](\[CH3:28])/[C:23]([O:25]CC)=[O:24])=[CH:19][C:18]3[C:13](=[CH:14][CH:15]=[C:16]([Br:29])[CH:17]=3)[N:12]=2)=[CH:7][CH:6]=1.C1COCC1. (5) Given the product [CH:1]1([C:4]2[CH:9]=[CH:8][N:7]=[CH:6][C:5]=2[N:10]2[CH2:14][CH2:13][N:12]([C:17]3[CH:22]=[C:21]([CH3:23])[N:20]=[CH:19][N:18]=3)[C:11]2=[O:15])[CH2:3][CH2:2]1, predict the reactants needed to synthesize it. The reactants are: [CH:1]1([C:4]2[CH:9]=[CH:8][N:7]=[CH:6][C:5]=2[N:10]2[CH2:14][CH2:13][NH:12][C:11]2=[O:15])[CH2:3][CH2:2]1.Cl[C:17]1[CH:22]=[C:21]([CH3:23])[N:20]=[CH:19][N:18]=1.C(=O)([O-])[O-].[Cs+].[Cs+]. (6) Given the product [F:1][C:2]1[CH:3]=[CH:4][C:5]([NH:8][NH:9][C:17]([C@@H:13]2[CH2:12][C@@H:11]([F:10])[CH2:15][N:14]2[CH3:16])=[O:18])=[N:6][CH:7]=1, predict the reactants needed to synthesize it. The reactants are: [F:1][C:2]1[CH:3]=[CH:4][C:5]([NH:8][NH2:9])=[N:6][CH:7]=1.[F:10][C@H:11]1[CH2:15][N:14]([CH3:16])[C@H:13]([C:17](O)=[O:18])[CH2:12]1.C1C=CC2N(O)N=NC=2C=1.C(Cl)CCl.